This data is from NCI-60 drug combinations with 297,098 pairs across 59 cell lines. The task is: Regression. Given two drug SMILES strings and cell line genomic features, predict the synergy score measuring deviation from expected non-interaction effect. (1) Drug 1: CCC1=C2CN3C(=CC4=C(C3=O)COC(=O)C4(CC)O)C2=NC5=C1C=C(C=C5)O. Drug 2: CC1C(C(CC(O1)OC2CC(OC(C2O)C)OC3=CC4=CC5=C(C(=O)C(C(C5)C(C(=O)C(C(C)O)O)OC)OC6CC(C(C(O6)C)O)OC7CC(C(C(O7)C)O)OC8CC(C(C(O8)C)O)(C)O)C(=C4C(=C3C)O)O)O)O. Cell line: 786-0. Synergy scores: CSS=64.0, Synergy_ZIP=-2.80, Synergy_Bliss=-0.401, Synergy_Loewe=-4.35, Synergy_HSA=0.637. (2) Synergy scores: CSS=8.53, Synergy_ZIP=-1.25, Synergy_Bliss=4.62, Synergy_Loewe=-6.86, Synergy_HSA=0.936. Drug 1: C1C(C(OC1N2C=C(C(=O)NC2=O)F)CO)O. Drug 2: CC12CCC3C(C1CCC2OP(=O)(O)O)CCC4=C3C=CC(=C4)OC(=O)N(CCCl)CCCl.[Na+]. Cell line: NCIH23. (3) Drug 1: CC(CN1CC(=O)NC(=O)C1)N2CC(=O)NC(=O)C2. Drug 2: CCC1(C2=C(COC1=O)C(=O)N3CC4=CC5=C(C=CC(=C5CN(C)C)O)N=C4C3=C2)O.Cl. Cell line: SNB-19. Synergy scores: CSS=23.5, Synergy_ZIP=-12.2, Synergy_Bliss=-5.40, Synergy_Loewe=-6.83, Synergy_HSA=-3.94. (4) Drug 1: C1CN1P(=S)(N2CC2)N3CC3. Drug 2: CCN(CC)CCNC(=O)C1=C(NC(=C1C)C=C2C3=C(C=CC(=C3)F)NC2=O)C. Cell line: U251. Synergy scores: CSS=-4.55, Synergy_ZIP=-4.19, Synergy_Bliss=3.69, Synergy_Loewe=-10.1, Synergy_HSA=-5.26.